Dataset: Full USPTO retrosynthesis dataset with 1.9M reactions from patents (1976-2016). Task: Predict the reactants needed to synthesize the given product. Given the product [Cl:17][C:11]1[N:12]=[N:13][C:14]([O:20][CH3:18])=[CH:15][C:10]=1[C:4]1[CH:9]=[CH:8][CH:7]=[CH:6][CH:5]=1, predict the reactants needed to synthesize it. The reactants are: C[O-].[Na+].[C:4]1([C:10]2[CH:15]=[C:14](Cl)[N:13]=[N:12][C:11]=2[Cl:17])[CH:9]=[CH:8][CH:7]=[CH:6][CH:5]=1.[CH2:18]([O:20]CC)C.CCCCCC.